From a dataset of Forward reaction prediction with 1.9M reactions from USPTO patents (1976-2016). Predict the product of the given reaction. Given the reactants [N+:1]([C:4]1[CH:5]=[C:6]2[C:11](=[CH:12][CH:13]=1)[N:10]=[CH:9][NH:8][C:7]2=[O:14])([O-])=O.CO, predict the reaction product. The product is: [NH2:1][C:4]1[CH:5]=[C:6]2[C:11](=[CH:12][CH:13]=1)[N:10]=[CH:9][NH:8][C:7]2=[O:14].